This data is from Reaction yield outcomes from USPTO patents with 853,638 reactions. The task is: Predict the reaction yield, written as a fraction of the theoretical maximum amount of product (1.0 means a 100% yield; for example, 0.34 means a 34% yield). (1) The reactants are [CH2:1]([O:3][C:4]1[CH:5]=[C:6]([N:13]2[CH2:18][CH2:17][N:16]([CH:19]3[CH2:24][CH2:23][N:22]([CH2:25][CH2:26][S:27]([CH3:30])(=[O:29])=[O:28])[CH2:21][CH2:20]3)[CH2:15][CH2:14]2)[CH:7]=[CH:8][C:9]=1[N+:10]([O-])=O)[CH3:2]. The catalyst is CO.CCOC(C)=O.[Pt]. The product is [CH2:1]([O:3][C:4]1[CH:5]=[C:6]([N:13]2[CH2:14][CH2:15][N:16]([CH:19]3[CH2:24][CH2:23][N:22]([CH2:25][CH2:26][S:27]([CH3:30])(=[O:28])=[O:29])[CH2:21][CH2:20]3)[CH2:17][CH2:18]2)[CH:7]=[CH:8][C:9]=1[NH2:10])[CH3:2]. The yield is 0.970. (2) The reactants are C([O-])(O)=O.[Na+].Cl.[OH:7][CH:8]1[O:16][C@H:15]([CH2:17][OH:18])[C@@H:13]([OH:14])[C@H:11]([OH:12])[C@@H:9]1[NH2:10].[CH2:19]([O:26][CH2:27][C:28](Cl)=[O:29])[C:20]1[CH:25]=[CH:24][CH:23]=[CH:22][CH:21]=1. No catalyst specified. The product is [CH2:19]([O:26][CH2:27][C:28]([NH:10][C@H:9]1[C@@H:11]([OH:12])[C@H:13]([OH:14])[C@@H:15]([CH2:17][OH:18])[O:16][CH:8]1[OH:7])=[O:29])[C:20]1[CH:25]=[CH:24][CH:23]=[CH:22][CH:21]=1. The yield is 0.680. (3) The reactants are [OH:1][CH2:2][C@H:3]([NH:14][S:15]([C:18]1[C:26]2[O:25][CH2:24][CH2:23][C:22]=2[CH:21]=[C:20](Br)[CH:19]=1)(=[O:17])=[O:16])[CH2:4][C:5]1[C:13]2[C:8](=[CH:9][CH:10]=[CH:11][CH:12]=2)[NH:7][CH:6]=1.[Cl:28][C:29]1[CH:30]=[C:31](B(O)O)[CH:32]=[CH:33][C:34]=1[C:35](=[O:38])[NH:36][CH3:37].C(=O)([O-])[O-].[Na+].[Na+]. The catalyst is C(O)C.C1(C)C=CC=CC=1.O.C1C=CC([P]([Pd]([P](C2C=CC=CC=2)(C2C=CC=CC=2)C2C=CC=CC=2)([P](C2C=CC=CC=2)(C2C=CC=CC=2)C2C=CC=CC=2)[P](C2C=CC=CC=2)(C2C=CC=CC=2)C2C=CC=CC=2)(C2C=CC=CC=2)C2C=CC=CC=2)=CC=1. The product is [Cl:28][C:29]1[CH:30]=[C:31]([C:20]2[CH:19]=[C:18]([S:15](=[O:17])(=[O:16])[NH:14][C@H:3]([CH2:4][C:5]3[C:13]4[C:8](=[CH:9][CH:10]=[CH:11][CH:12]=4)[NH:7][CH:6]=3)[CH2:2][OH:1])[C:26]3[O:25][CH2:24][CH2:23][C:22]=3[CH:21]=2)[CH:32]=[CH:33][C:34]=1[C:35]([NH:36][CH3:37])=[O:38]. The yield is 0.690. (4) The reactants are [CH3:1][S:2]([C:4]1[CH:10]=[CH:9][CH:8]=[CH:7][C:5]=1[NH2:6])=[O:3].P(=O)(O)(O)O.[N+]([O-])(O)=O.[N:20]([O-])=O.[Na+].C([O-])(=O)C.[K+].[C:29]([CH2:32][C:33](=[O:35])[CH3:34])(=[O:31])[CH3:30]. The catalyst is O.C(O)C. The product is [CH3:1][S:2]([C:4]1[CH:10]=[CH:9][CH:8]=[CH:7][C:5]=1[NH:6][N:20]=[C:32]([C:33](=[O:35])[CH3:34])[C:29](=[O:31])[CH3:30])=[O:3]. The yield is 0.770. (5) The reactants are [CH2:1]([N:8]([CH2:20][CH:21]([OH:23])[CH3:22])[C:9]([CH:11]1[C:14]2[CH:15]=[CH:16][CH:17]=[C:18]([Cl:19])[C:13]=2[CH2:12]1)=[O:10])[C:2]1[CH:7]=[CH:6][CH:5]=[CH:4][CH:3]=1.CC(OI1(OC(C)=O)(OC(C)=O)OC(=O)C2C=CC=CC1=2)=O.C([O-])(O)=O.[Na+].C(OCC)(=O)C. The catalyst is ClCCl.CCCCCCC. The product is [CH2:1]([N:8]([CH2:20][C:21](=[O:23])[CH3:22])[C:9]([CH:11]1[C:14]2[CH:15]=[CH:16][CH:17]=[C:18]([Cl:19])[C:13]=2[CH2:12]1)=[O:10])[C:2]1[CH:7]=[CH:6][CH:5]=[CH:4][CH:3]=1. The yield is 0.760.